From a dataset of Full USPTO retrosynthesis dataset with 1.9M reactions from patents (1976-2016). Predict the reactants needed to synthesize the given product. (1) Given the product [CH2:1]([O:8][C:9]([NH:11][C:12]1[C:17](=[O:18])[N:16]([CH2:19][C:20]([OH:34])=[O:21])[C:15]([C:22]2[CH:27]=[CH:26][CH:25]=[CH:24][CH:23]=2)=[N:14][CH:13]=1)=[O:10])[C:2]1[CH:3]=[CH:4][CH:5]=[CH:6][CH:7]=1, predict the reactants needed to synthesize it. The reactants are: [CH2:1]([O:8][C:9]([NH:11][C:12]1[C:17](=[O:18])[N:16]([CH2:19][CH:20]=[O:21])[C:15]([C:22]2[CH:27]=[CH:26][CH:25]=[CH:24][CH:23]=2)=[N:14][CH:13]=1)=[O:10])[C:2]1[CH:7]=[CH:6][CH:5]=[CH:4][CH:3]=1.CC(=CC)C.Cl([O-])=[O:34].[Na+].O.P([O-])(O)(O)=O.[Na+]. (2) Given the product [Br:1][C:2]1[CH:3]=[CH:4][C:5]([C:8]2[C:14]3[CH:15]=[C:16]([O:21][CH3:22])[C:17]([O:19][CH3:20])=[CH:18][C:13]=3[CH2:12][CH:11]([CH3:23])[N:10]([C:27]([NH:26][CH2:24][CH3:25])=[O:28])[N:9]=2)=[CH:6][CH:7]=1, predict the reactants needed to synthesize it. The reactants are: [Br:1][C:2]1[CH:7]=[CH:6][C:5]([C:8]2[C:14]3[CH:15]=[C:16]([O:21][CH3:22])[C:17]([O:19][CH3:20])=[CH:18][C:13]=3[CH2:12][CH:11]([CH3:23])[NH:10][N:9]=2)=[CH:4][CH:3]=1.[CH2:24]([N:26]=[C:27]=[O:28])[CH3:25]. (3) Given the product [C:1]([OH:8])(=[O:7])/[CH:2]=[CH:3]\[C:4]([OH:6])=[O:5].[CH3:13][O:14][C:15]1[CH:16]=[C:17]([C:23]2[C@H:32]3[C@H:27]([CH2:28][CH:29]=[CH:30][CH2:31]3)[C:26](=[O:33])[N:25]([CH2:34][C:35]3[CH:36]=[CH:37][C:38]([CH2:41][N:42]4[CH2:43][CH2:44][O:45][CH2:46][CH2:47]4)=[CH:39][CH:40]=3)[N:24]=2)[CH:18]=[CH:19][C:20]=1[O:21][CH3:22], predict the reactants needed to synthesize it. The reactants are: [C:1]([OH:8])(=[O:7])/[CH:2]=[CH:3]\[C:4]([OH:6])=[O:5].CC(O)C.[CH3:13][O:14][C:15]1[CH:16]=[C:17]([C:23]2[C@H:32]3[C@H:27]([CH2:28][CH:29]=[CH:30][CH2:31]3)[C:26](=[O:33])[N:25]([CH2:34][C:35]3[CH:40]=[CH:39][C:38]([CH2:41][N:42]4[CH2:47][CH2:46][O:45][CH2:44][CH2:43]4)=[CH:37][CH:36]=3)[N:24]=2)[CH:18]=[CH:19][C:20]=1[O:21][CH3:22]. (4) The reactants are: FC(F)(F)C([O-])=O.[F:8][C:9]1[CH:32]=[CH:31][C:12]([CH2:13][N:14]2[CH2:24][C@H:23]3[N:25]4[C:16](=[C:17]([OH:29])[C:18](=[O:28])[N:19]=[C:20]4[C@H:21]([NH2+:26][CH3:27])[CH2:22]3)[C:15]2=[O:30])=[CH:11][CH:10]=1.C[CH2:34][N:35](CC)[CH2:36]C.Cl[C:41](=[O:46])[C:42](OC)=[O:43]. Given the product [F:8][C:9]1[CH:10]=[CH:11][C:12]([CH2:13][N:14]2[CH2:24][C@H:23]3[N:25]4[C:16](=[C:17]([OH:29])[C:18](=[O:28])[N:19]=[C:20]4[C@H:21]([N:26]([CH3:27])[C:42](=[O:43])[C:41]([N:35]([CH3:36])[CH3:34])=[O:46])[CH2:22]3)[C:15]2=[O:30])=[CH:31][CH:32]=1, predict the reactants needed to synthesize it. (5) Given the product [CH2:24]([NH:26][CH2:1][C:3]1[CH:8]=[C:7]([C:9]([F:11])([F:12])[F:10])[CH:6]=[CH:5][C:4]=1[C:13]1[C:18]([O:19][CH3:20])=[CH:17][CH:16]=[C:15]([CH2:21][C:22]#[N:23])[CH:14]=1)[CH3:25], predict the reactants needed to synthesize it. The reactants are: [CH:1]([C:3]1[CH:8]=[C:7]([C:9]([F:12])([F:11])[F:10])[CH:6]=[CH:5][C:4]=1[C:13]1[C:18]([O:19][CH3:20])=[CH:17][CH:16]=[C:15]([CH2:21][C:22]#[N:23])[CH:14]=1)=O.[CH2:24]([NH2:26])[CH3:25]. (6) Given the product [F:1][C:2]1[CH:3]=[C:4](/[CH:16]=[CH:17]/[C:18]([O:20][CH3:21])=[O:19])[CH:5]=[CH:6][C:7]=1[C:36]1[CH:35]=[CH:34][CH:33]=[C:32]([N:31]([CH3:47])[C:30]([NH:29][CH2:22][CH2:23][CH2:24][CH2:25][CH2:26][CH2:27][CH3:28])=[O:48])[CH:37]=1, predict the reactants needed to synthesize it. The reactants are: [F:1][C:2]1[CH:3]=[C:4](/[CH:16]=[CH:17]/[C:18]([O:20][CH3:21])=[O:19])[CH:5]=[CH:6][C:7]=1OS(C(F)(F)F)(=O)=O.[CH2:22]([NH:29][C:30](=[O:48])[N:31]([CH3:47])[C:32]1[CH:37]=[CH:36][CH:35]=[C:34](B2OC(C)(C)C(C)(C)O2)[CH:33]=1)[CH2:23][CH2:24][CH2:25][CH2:26][CH2:27][CH3:28].C1(P(C2CCCCC2)C2C=CC=CC=2C2C=CC=CC=2)CCCCC1.P([O-])([O-])([O-])=O.[K+].[K+].[K+].